This data is from Catalyst prediction with 721,799 reactions and 888 catalyst types from USPTO. The task is: Predict which catalyst facilitates the given reaction. (1) Reactant: O1CCCCC1[O:7][CH2:8][C:9]1[CH:10]=[CH:11][C:12]2[O:17][CH2:16][C:15](=[O:18])[N:14]([CH2:19][CH2:20][O:21][Si:22]([CH:29]([CH3:31])[CH3:30])([CH:26]([CH3:28])[CH3:27])[CH:23]([CH3:25])[CH3:24])[C:13]=2[CH:32]=1.C1(C)C=CC(S([O-])(=O)=O)=CC=1.[NH+]1C=CC=CC=1. Product: [OH:7][CH2:8][C:9]1[CH:10]=[CH:11][C:12]2[O:17][CH2:16][C:15](=[O:18])[N:14]([CH2:19][CH2:20][O:21][Si:22]([CH:23]([CH3:25])[CH3:24])([CH:29]([CH3:31])[CH3:30])[CH:26]([CH3:28])[CH3:27])[C:13]=2[CH:32]=1. The catalyst class is: 8. (2) Reactant: [C:1]([C:3]1[CH:4]=[N:5][C:6]2[C:11]([CH:12]=1)=[CH:10][C:9]([O:13][CH:14]([S:18][CH3:19])[C:15]([OH:17])=O)=[CH:8][C:7]=2[CH3:20])#[CH:2].CCN(CC)CC.C1C=NC2N(O)N=NC=2C=1.[Br:38][C:39]1[C:40]([C:44]([NH2:47])([CH3:46])[CH3:45])=[N:41][O:42][CH:43]=1.CCN=C=NCCCN(C)C. Product: [Br:38][C:39]1[C:40]([C:44]([NH:47][C:15](=[O:17])[CH:14]([O:13][C:9]2[CH:10]=[C:11]3[C:6](=[C:7]([CH3:20])[CH:8]=2)[N:5]=[CH:4][C:3]([C:1]#[CH:2])=[CH:12]3)[S:18][CH3:19])([CH3:46])[CH3:45])=[N:41][O:42][CH:43]=1. The catalyst class is: 31.